Task: Predict the product of the given reaction.. Dataset: Forward reaction prediction with 1.9M reactions from USPTO patents (1976-2016) (1) Given the reactants [CH3:1][C@H:2]1[CH2:33][C:32]([CH3:34])=[CH:31][C@@H:30]([CH2:35][CH:36]=[CH2:37])[C:28](=[O:29])[CH2:27][C@H:26]([OH:38])[C@@H:25]([CH3:39])[C@@H:24](/[C:40](/[CH3:51])=[CH:41]/[C@H:42]2[CH2:47][C@@H:46]([O:48][CH3:49])[C@H:45]([OH:50])[CH2:44][CH2:43]2)[O:23][C:21](=[O:22])[C@H:20]2[N:15]([CH2:16][CH2:17][CH2:18][CH2:19]2)[C:13](=[O:14])[C:11](=[O:12])[C@:9]2([OH:52])[O:10][C@@H:5]([C@@H:6]([O:54][CH3:55])[CH2:7][C@H:8]2[CH3:53])[C@@H:4]([O:56][CH3:57])[CH2:3]1.N1C=CC=CC=1.[C:64](Cl)(=[O:71])[C:65]1[CH:70]=[CH:69][CH:68]=[CH:67][CH:66]=1, predict the reaction product. The product is: [CH2:35]([CH:30]1[CH:31]=[C:32]([CH3:34])[CH2:33][CH:2]([CH3:1])[CH2:3][CH:4]([O:56][CH3:57])[CH:5]2[O:10][C:9]([OH:52])([CH:8]([CH3:53])[CH2:7][CH:6]2[O:54][CH3:55])[C:11](=[O:12])[C:13](=[O:14])[N:15]2[CH:20]([CH2:19][CH2:18][CH2:17][CH2:16]2)[C:21](=[O:22])[O:23][CH:24]([C:40]([CH3:51])=[CH:41][CH:42]2[CH2:43][CH2:44][CH:45]([O:50][C:64](=[O:71])[C:65]3[CH:70]=[CH:69][CH:68]=[CH:67][CH:66]=3)[CH:46]([O:48][CH3:49])[CH2:47]2)[CH:25]([CH3:39])[CH:26]([OH:38])[CH2:27][C:28]1=[O:29])[CH:36]=[CH2:37]. (2) Given the reactants [CH:1]1([CH2:4][O:5][C:6]2[N:11]=[C:10]([C:12]([OH:14])=O)[CH:9]=[CH:8][C:7]=2[N:15]2[CH2:18][C:17]([F:20])([F:19])[CH2:16]2)[CH2:3][CH2:2]1.[CH3:21][C:22]([CH3:29])([C:24]1[S:25][CH:26]=[CH:27][N:28]=1)[NH2:23], predict the reaction product. The product is: [CH3:21][C:22]([NH:23][C:12]([C:10]1[CH:9]=[CH:8][C:7]([N:15]2[CH2:18][C:17]([F:20])([F:19])[CH2:16]2)=[C:6]([O:5][CH2:4][CH:1]2[CH2:2][CH2:3]2)[N:11]=1)=[O:14])([C:24]1[S:25][CH:26]=[CH:27][N:28]=1)[CH3:29]. (3) The product is: [NH2:23][C:21]1[CH:20]=[CH:19][C:3]([O:4][C:5]2[CH:10]=[CH:9][N:8]=[C:7]([NH:11][C:12]([N:14]3[CH2:15][CH2:16][CH2:17][CH2:18]3)=[O:13])[CH:6]=2)=[C:2]([F:1])[CH:22]=1. Given the reactants [F:1][C:2]1[CH:22]=[C:21]([N+:23]([O-])=O)[CH:20]=[CH:19][C:3]=1[O:4][C:5]1[CH:10]=[CH:9][N:8]=[C:7]([NH:11][C:12]([N:14]2[CH2:18][CH2:17][CH2:16][CH2:15]2)=[O:13])[CH:6]=1.[Cl-].[NH4+], predict the reaction product. (4) Given the reactants [Cl:1][C:2]1[CH:10]=[CH:9][C:8]([C:11]#[C:12][CH:13]2[CH2:15][CH2:14]2)=[CH:7][C:3]=1[C:4]([OH:6])=[O:5], predict the reaction product. The product is: [Cl:1][C:2]1[CH:10]=[CH:9][C:8]([CH2:11][CH2:12][CH:13]2[CH2:15][CH2:14]2)=[CH:7][C:3]=1[C:4]([OH:6])=[O:5]. (5) Given the reactants C([O:5][C:6](=[O:15])[CH2:7][NH:8][C:9](=[O:14])[CH2:10][CH2:11][CH2:12][CH3:13])(C)(C)C, predict the reaction product. The product is: [C:9]([NH:8][CH2:7][C:6]([OH:15])=[O:5])(=[O:14])[CH2:10][CH2:11][CH2:12][CH3:13].